From a dataset of NCI-60 drug combinations with 297,098 pairs across 59 cell lines. Regression. Given two drug SMILES strings and cell line genomic features, predict the synergy score measuring deviation from expected non-interaction effect. Drug 1: CC1=CC2C(CCC3(C2CCC3(C(=O)C)OC(=O)C)C)C4(C1=CC(=O)CC4)C. Drug 2: CCCCC(=O)OCC(=O)C1(CC(C2=C(C1)C(=C3C(=C2O)C(=O)C4=C(C3=O)C=CC=C4OC)O)OC5CC(C(C(O5)C)O)NC(=O)C(F)(F)F)O. Cell line: SR. Synergy scores: CSS=4.13, Synergy_ZIP=-6.31, Synergy_Bliss=-9.13, Synergy_Loewe=-32.7, Synergy_HSA=-9.28.